Dataset: Full USPTO retrosynthesis dataset with 1.9M reactions from patents (1976-2016). Task: Predict the reactants needed to synthesize the given product. (1) The reactants are: [Br:1][CH2:2][C:3]1[CH:12]=[CH:11][CH:10]=[CH:9][C:4]=1[C:5]([O:7][CH3:8])=[O:6].[C:13]1([P:19]([C:26]2[CH:31]=[CH:30][CH:29]=[CH:28][CH:27]=2)[C:20]2[CH:25]=[CH:24][CH:23]=[CH:22][CH:21]=2)[CH:18]=[CH:17][CH:16]=[CH:15][CH:14]=1. Given the product [Br-:1].[CH3:8][O:7][C:5]([C:4]1[CH:9]=[CH:10][CH:11]=[CH:12][C:3]=1[CH2:2][P+:19]([C:20]1[CH:21]=[CH:22][CH:23]=[CH:24][CH:25]=1)([C:26]1[CH:31]=[CH:30][CH:29]=[CH:28][CH:27]=1)[C:13]1[CH:14]=[CH:15][CH:16]=[CH:17][CH:18]=1)=[O:6], predict the reactants needed to synthesize it. (2) Given the product [CH3:18][O:17][C:14]1[CH:15]=[CH:16][C:11]([C:10]2[C:3]3[C:2]([NH:25][C@H:26]4[CH2:31][CH2:30][CH2:29][C@H:28]([OH:32])[CH2:27]4)=[N:7][CH:6]=[N:5][C:4]=3[O:8][C:9]=2[C:19]2[CH:24]=[CH:23][CH:22]=[CH:21][CH:20]=2)=[CH:12][CH:13]=1, predict the reactants needed to synthesize it. The reactants are: Cl[C:2]1[C:3]2[C:10]([C:11]3[CH:16]=[CH:15][C:14]([O:17][CH3:18])=[CH:13][CH:12]=3)=[C:9]([C:19]3[CH:24]=[CH:23][CH:22]=[CH:21][CH:20]=3)[O:8][C:4]=2[N:5]=[CH:6][N:7]=1.[NH2:25][C@H:26]1[CH2:31][CH2:30][CH2:29][C@H:28]([OH:32])[CH2:27]1.CCN(C(C)C)C(C)C. (3) Given the product [NH2:8][C@@H:9]([C:45]([CH3:46])([CH3:48])[CH3:47])[C:10]([N:12]1[C@H:21]([C:22]([N:24]([CH2:34][C:35]2[CH:36]=[CH:37][C:38]([C:39]([O:41][CH3:42])=[O:40])=[CH:43][CH:44]=2)[C@@H:25]([C:27]2[CH:32]=[CH:31][CH:30]=[CH:29][C:28]=2[Cl:33])[CH3:26])=[O:23])[CH2:20][C:19]2[C:14](=[CH:15][CH:16]=[CH:17][CH:18]=2)[CH2:13]1)=[O:11], predict the reactants needed to synthesize it. The reactants are: C(OC([NH:8][C@@H:9]([C:45]([CH3:48])([CH3:47])[CH3:46])[C:10]([N:12]1[C@H:21]([C:22]([N:24]([CH2:34][C:35]2[CH:44]=[CH:43][C:38]([C:39]([O:41][CH3:42])=[O:40])=[CH:37][CH:36]=2)[C@@H:25]([C:27]2[CH:32]=[CH:31][CH:30]=[CH:29][C:28]=2[Cl:33])[CH3:26])=[O:23])[CH2:20][C:19]2[C:14](=[CH:15][CH:16]=[CH:17][CH:18]=2)[CH2:13]1)=[O:11])=O)(C)(C)C.C(O)(C(F)(F)F)=O. (4) Given the product [NH2:58][C:54]([CH3:57])([CH3:53])[CH2:55][NH:56][C:16]([C:12]1[N:8]2[CH:9]=[CH:10][CH:11]=[C:6]([O:5][CH2:4][C:3]3[C:19]([F:23])=[CH:20][CH:21]=[CH:22][C:2]=3[F:1])[C:7]2=[N:14][C:13]=1[CH3:15])=[O:18], predict the reactants needed to synthesize it. The reactants are: [F:1][C:2]1[CH:22]=[CH:21][CH:20]=[C:19]([F:23])[C:3]=1[CH2:4][O:5][C:6]1[C:7]2[N:8]([C:12]([C:16]([OH:18])=O)=[C:13]([CH3:15])[N:14]=2)[CH:9]=[CH:10][CH:11]=1.F[B-](F)(F)F.N1(O[C+](N(C)C)N(C)C)C2C=CC=CC=2N=N1.CN1CCOCC1.[CH3:53][C:54]([NH2:58])([CH3:57])[CH2:55][NH2:56].